From a dataset of Aqueous solubility values for 9,982 compounds from the AqSolDB database. Regression/Classification. Given a drug SMILES string, predict its absorption, distribution, metabolism, or excretion properties. Task type varies by dataset: regression for continuous measurements (e.g., permeability, clearance, half-life) or binary classification for categorical outcomes (e.g., BBB penetration, CYP inhibition). For this dataset (solubility_aqsoldb), we predict Y. (1) The drug is CCN(CC)c1ccc2cc(-c3nc4cc(S(N)(=O)=O)ccc4o3)c(=O)oc2c1. The Y is -7.83 log mol/L. (2) The drug is C=C(C)C1CCC(C)CC1O. The Y is -1.71 log mol/L. (3) The drug is CN(C/C=C/C#CC(C)(C)C)Cc1cccc2ccccc12.[Cl-].[H+]. The Y is -1.72 log mol/L. (4) The compound is CCNc1nc(NC(C)(C)C)nc(OC)n1. The Y is -3.24 log mol/L.